From a dataset of Reaction yield outcomes from USPTO patents with 853,638 reactions. Predict the reaction yield, written as a fraction of the theoretical maximum amount of product (1.0 means a 100% yield; for example, 0.34 means a 34% yield). The reactants are [CH3:1][O:2][C:3]1[CH:8]=[CH:7][C:6]([N:9]2[C:13]3([CH2:18][CH2:17][N:16]([CH2:19][CH2:20][CH2:21][N:22]4[C:26]5[CH:27]=[CH:28][CH:29]=[CH:30][C:25]=5[S:24][C:23]4=[O:31])[CH2:15][CH2:14]3)[C:12](=[O:32])[N:11]([CH2:33][C:34]3[CH:35]=[C:36]([CH:41]=[CH:42][CH:43]=3)[C:37]([O:39]C)=[O:38])[CH2:10]2)=[CH:5][CH:4]=1.O.[OH-].[Li+]. The catalyst is CO.O. The product is [CH3:1][O:2][C:3]1[CH:8]=[CH:7][C:6]([N:9]2[C:13]3([CH2:18][CH2:17][N:16]([CH2:19][CH2:20][CH2:21][N:22]4[C:26]5[CH:27]=[CH:28][CH:29]=[CH:30][C:25]=5[S:24][C:23]4=[O:31])[CH2:15][CH2:14]3)[C:12](=[O:32])[N:11]([CH2:33][C:34]3[CH:35]=[C:36]([CH:41]=[CH:42][CH:43]=3)[C:37]([OH:39])=[O:38])[CH2:10]2)=[CH:5][CH:4]=1. The yield is 0.590.